Dataset: Full USPTO retrosynthesis dataset with 1.9M reactions from patents (1976-2016). Task: Predict the reactants needed to synthesize the given product. (1) Given the product [F:19][C:16]([F:17])([F:18])[C:14]1[CH:13]=[C:12]([C@H:20]2[O:24][C:23](=[O:25])[N:22]([CH2:26][C:27]3[CH:28]=[C:29]4[C:33](=[CH:34][C:35]=3[C:36]3[CH:41]=[C:40]([CH:42]([CH3:43])[CH3:44])[C:39]([F:45])=[CH:38][C:37]=3[O:46][CH3:47])[CH2:32][N:31]([CH2:1][CH3:2])[CH2:30]4)[C@H:21]2[CH3:48])[CH:11]=[C:10]([C:9]([F:8])([F:49])[F:50])[CH:15]=1, predict the reactants needed to synthesize it. The reactants are: [CH3:1][CH:2]1COC(=O)N1.[F:8][C:9]([F:50])([F:49])[C:10]1[CH:11]=[C:12]([C@H:20]2[O:24][C:23](=[O:25])[N:22]([CH2:26][C:27]3[CH:28]=[C:29]4[C:33](=[CH:34][C:35]=3[C:36]3[CH:41]=[C:40]([CH:42]([CH3:44])[CH3:43])[C:39]([F:45])=[CH:38][C:37]=3[O:46][CH3:47])[CH2:32][NH:31][CH2:30]4)[C@H:21]2[CH3:48])[CH:13]=[C:14]([C:16]([F:19])([F:18])[F:17])[CH:15]=1.C(=O)C. (2) Given the product [F:54][C:2]([F:1])([F:53])[C:3]1[CH:4]=[C:5]([CH:46]=[C:47]([C:49]([F:50])([F:52])[F:51])[CH:48]=1)[CH2:6][N:7]([C:29]1[N:30]=[CH:31][C:32]([C:35]2[CH:39]=[N:38][NH:37][CH:36]=2)=[CH:33][N:34]=1)[C@@H:8]1[CH2:12][N:11]([C:13]2[C:18]([Cl:19])=[CH:17][N:16]=[C:15]([N:20]3[CH2:25][CH2:24][CH:23]([OH:26])[CH2:22][CH2:21]3)[N:14]=2)[C@H:10]([CH2:27][CH3:28])[CH2:9]1, predict the reactants needed to synthesize it. The reactants are: [F:1][C:2]([F:54])([F:53])[C:3]1[CH:4]=[C:5]([CH:46]=[C:47]([C:49]([F:52])([F:51])[F:50])[CH:48]=1)[CH2:6][N:7]([C:29]1[N:34]=[CH:33][C:32]([C:35]2[CH:36]=[N:37][N:38](C3CCCCO3)[CH:39]=2)=[CH:31][N:30]=1)[C@@H:8]1[CH2:12][N:11]([C:13]2[C:18]([Cl:19])=[CH:17][N:16]=[C:15]([N:20]3[CH2:25][CH2:24][CH:23]([OH:26])[CH2:22][CH2:21]3)[N:14]=2)[C@H:10]([CH2:27][CH3:28])[CH2:9]1.Cl.CO.C([O-])(O)=O.[Na+]. (3) Given the product [F:12][C:9]1[CH:10]=[C:11]2[C:6](=[N:7][CH:8]=1)[NH:5][C:4](=[O:13])[C:3]([C:14]#[N:15])=[C:2]2[N:26]1[CH2:27][CH2:28][N:23]([C:21]([C:17]2[O:16][CH:20]=[CH:19][CH:18]=2)=[O:22])[CH2:24][CH2:25]1, predict the reactants needed to synthesize it. The reactants are: Cl[C:2]1[C:11]2[C:6](=[N:7][CH:8]=[C:9]([F:12])[CH:10]=2)[NH:5][C:4](=[O:13])[C:3]=1[C:14]#[N:15].[O:16]1[CH:20]=[CH:19][CH:18]=[C:17]1[C:21]([N:23]1[CH2:28][CH2:27][NH:26][CH2:25][CH2:24]1)=[O:22]. (4) Given the product [Cl:1][C:2]1[CH:11]=[C:10]([C:12](=[O:14])[CH3:13])[C:9]([N:15]2[CH2:16][CH2:17][N:18]([C:26](=[O:27])[C:25]3[CH:29]=[CH:30][C:22]([F:21])=[CH:23][CH:24]=3)[CH2:19][CH2:20]2)=[C:8]2[C:3]=1[CH:4]=[CH:5][CH:6]=[N:7]2, predict the reactants needed to synthesize it. The reactants are: [Cl:1][C:2]1[CH:11]=[C:10]([C:12](=[O:14])[CH3:13])[C:9]([N:15]2[CH2:20][CH2:19][NH:18][CH2:17][CH2:16]2)=[C:8]2[C:3]=1[CH:4]=[CH:5][CH:6]=[N:7]2.[F:21][C:22]1[CH:30]=[CH:29][C:25]([C:26](Cl)=[O:27])=[CH:24][CH:23]=1.C(N(CC)CC)C. (5) Given the product [Cl:23][C:24]1[CH:29]=[C:28]([N:3]2[C@H:4]3[CH2:22][CH2:21][CH2:20][CH2:19][C@@H:5]3[N:6]([C:7]3[CH:14]=[CH:13][C:10]([C:11]#[N:12])=[C:9]([C:15]([F:18])([F:16])[F:17])[CH:8]=3)[C:2]2=[O:1])[CH:27]=[C:26]([Cl:31])[CH:25]=1, predict the reactants needed to synthesize it. The reactants are: [O:1]=[C:2]1[N:6]([C:7]2[CH:14]=[CH:13][C:10]([C:11]#[N:12])=[C:9]([C:15]([F:18])([F:17])[F:16])[CH:8]=2)[C@H:5]2[CH2:19][CH2:20][CH2:21][CH2:22][C@@H:4]2[NH:3]1.[Cl:23][C:24]1[CH:29]=[C:28](I)[CH:27]=[C:26]([Cl:31])[CH:25]=1. (6) Given the product [CH2:9]([O:8][C:7]1[CH:6]=[CH:5][C:4]([CH2:9][C:10]([O:12][CH2:13][CH3:14])=[O:11])=[CH:3][C:2]=1[Br:1])[C:4]1[CH:5]=[CH:6][CH:7]=[CH:2][CH:3]=1, predict the reactants needed to synthesize it. The reactants are: [Br:1][C:2]1[CH:3]=[C:4]([CH2:9][C:10]([O:12][CH2:13][CH3:14])=[O:11])[CH:5]=[CH:6][C:7]=1[OH:8].C(=O)([O-])[O-].[K+].[K+]. (7) Given the product [C:9](=[O:10])([O:7][CH2:6][CH2:5][CH2:4][O:3][N+:1]([O-:8])=[O:2])[O:30][C:15]1[C:16]2[CH2:22][O:21][CH:20]([C:23]3[CH:24]=[CH:25][C:26]([Cl:29])=[CH:27][CH:28]=3)[C:17]=2[CH:18]=[N:19][C:14]=1[CH3:13], predict the reactants needed to synthesize it. The reactants are: [N+:1]([O-:8])([O:3][CH2:4][CH2:5][CH2:6][OH:7])=[O:2].[C:9](Cl)(Cl)=[O:10].[CH3:13][C:14]1[N:19]=[CH:18][C:17]2[CH:20]([C:23]3[CH:24]=[CH:25][C:26]([Cl:29])=[CH:27][CH:28]=3)[O:21][CH2:22][C:16]=2[C:15]=1[OH:30].C(N(C(C)C)CC)(C)C. (8) Given the product [Cl:20][C:17]1[CH:18]=[CH:19][C:14]([N:11]2[CH2:12][CH2:13][N:8]([C:6]3[N:7]=[C:2]([N:38]4[C@H:34]([CH2:33][OH:32])[CH2:35][C@@H:36]([OH:39])[CH2:37]4)[C:3]4[S:23](=[O:24])[CH2:22][CH2:21][C:4]=4[N:5]=3)[CH2:9][CH2:10]2)=[CH:15][CH:16]=1, predict the reactants needed to synthesize it. The reactants are: Cl[C:2]1[C:3]2[S:23](=[O:24])[CH2:22][CH2:21][C:4]=2[N:5]=[C:6]([N:8]2[CH2:13][CH2:12][N:11]([C:14]3[CH:19]=[CH:18][C:17]([Cl:20])=[CH:16][CH:15]=3)[CH2:10][CH2:9]2)[N:7]=1.FC(F)(F)C(O)=O.[OH:32][CH2:33][C@H:34]1[NH:38][CH2:37][C@H:36]([OH:39])[CH2:35]1.C(N(C(C)C)CC)(C)C.O. (9) Given the product [ClH:36].[Cl:36][C:31]1[C:30]([CH3:37])=[N:29][C:28]2[N:33]([N:34]=[C:26]3[C:25]([CH3:39])([CH3:40])[N:24]([C:22]([C:17]4[CH:18]=[CH:19][CH:20]=[CH:21][C:16]=4[O:15][CH:12]4[CH2:11][CH2:10][NH:9][CH2:14][CH2:13]4)=[O:23])[CH2:38][C:27]3=2)[C:32]=1[CH3:35], predict the reactants needed to synthesize it. The reactants are: Cl.C(OC([N:9]1[CH2:14][CH2:13][CH:12]([O:15][C:16]2[CH:21]=[CH:20][CH:19]=[CH:18][C:17]=2[C:22]([N:24]2[CH2:38][C:27]3=[C:28]4[N:33]([N:34]=[C:26]3[C:25]2([CH3:40])[CH3:39])[C:32]([CH3:35])=[C:31]([Cl:36])[C:30]([CH3:37])=[N:29]4)=[O:23])[CH2:11][CH2:10]1)=O)(C)(C)C.O.